This data is from Full USPTO retrosynthesis dataset with 1.9M reactions from patents (1976-2016). The task is: Predict the reactants needed to synthesize the given product. (1) Given the product [NH2:8][C:5]1[N:6]=[CH:7][C:2]([C:15]#[N:16])=[CH:3][C:4]=1[CH3:9], predict the reactants needed to synthesize it. The reactants are: Br[C:2]1[CH:3]=[C:4]([CH3:9])[C:5]([NH2:8])=[N:6][CH:7]=1.[Cl-].[NH4+].[OH-].[NH4+].O.[CH3:15][N:16](C=O)C.O. (2) Given the product [CH3:39][C:38]([CH3:41])([CH3:40])[C:37]([C:5]1[C:6]2[C:7](=[N:8][C:9]([CH3:22])=[C:10]([C:19]([NH:33][NH2:34])=[O:20])[C:11]=2[NH:12][CH:13]2[CH2:18][CH2:17][O:16][CH2:15][CH2:14]2)[N:3]([CH2:1][CH3:2])[N:4]=1)=[O:42], predict the reactants needed to synthesize it. The reactants are: [CH2:1]([N:3]1[C:7]2=[N:8][C:9]([CH3:22])=[C:10]([C:19](O)=[O:20])[C:11]([NH:12][CH:13]3[CH2:18][CH2:17][O:16][CH2:15][CH2:14]3)=[C:6]2[CH:5]=[N:4]1)[CH3:2].C(Cl)CCl.C1C=CC2N(O)[N:34]=[N:33]C=2C=1.[C:37](NN)(=[O:42])[C:38]([CH3:41])([CH3:40])[CH3:39]. (3) The reactants are: [O:1]1[C:6]2[CH:7]=[CH:8][C:9]([N:11]3[CH2:15][CH:14]([CH2:16][CH2:17][NH:18][CH2:19][CH2:20][C:21]4[C:30]5[C:25](=[CH:26][CH:27]=[C:28]([O:31][CH3:32])[N:29]=5)[N:24]=[CH:23][CH:22]=4)[O:13][C:12]3=[O:33])=[CH:10][C:5]=2[O:4][CH2:3][CH2:2]1.CCN(C(C)C)C(C)C.Br[CH2:44][CH2:45][CH2:46][C:47]([O:49][CH2:50][CH3:51])=[O:48].[Na+].[I-]. Given the product [CH2:50]([O:49][C:47](=[O:48])[CH2:46][CH2:45][CH2:44][N:18]([CH2:17][CH2:16][CH:14]1[O:13][C:12](=[O:33])[N:11]([C:9]2[CH:8]=[CH:7][C:6]3[O:1][CH2:2][CH2:3][O:4][C:5]=3[CH:10]=2)[CH2:15]1)[CH2:19][CH2:20][C:21]1[C:30]2[C:25](=[CH:26][CH:27]=[C:28]([O:31][CH3:32])[N:29]=2)[N:24]=[CH:23][CH:22]=1)[CH3:51], predict the reactants needed to synthesize it. (4) Given the product [ClH:14].[Cl:14][C:15]1[CH:16]=[C:17]([NH:27][C:10](=[O:12])[C:7]2[CH:6]=[CH:5][C:4]([O:3][CH2:1][CH3:2])=[N:9][CH:8]=2)[CH:18]=[CH:19][C:20]=1[C@H:21]1[O:26][CH2:25][CH2:24][NH:23][CH2:22]1, predict the reactants needed to synthesize it. The reactants are: [CH2:1]([O:3][C:4]1[N:9]=[CH:8][C:7]([C:10]([OH:12])=O)=[CH:6][CH:5]=1)[CH3:2].Cl.[Cl:14][C:15]1[CH:16]=[C:17]([NH:27]C(=O)C2C=CN=C(OCC)C=2)[CH:18]=[CH:19][C:20]=1[C@H:21]1[O:26][CH2:25][CH2:24][NH:23][CH2:22]1. (5) Given the product [Cl:26][C:23]1[CH:24]=[CH:25][C:20]([CH2:19][NH:18][C:13]2[S:14][C:15]([CH2:16][C:8]3[C:4]4[C:5](=[N:6][CH:5]=[CH:4][CH:8]=4)[NH:6][CH:2]=3)=[C:11]([Cl:10])[N:12]=2)=[CH:21][CH:22]=1, predict the reactants needed to synthesize it. The reactants are: Cl[C:2]1S[C:4]([CH:8]=O)=[C:5](Cl)[N:6]=1.[Cl:10][C:11]1[N:12]=[C:13]([NH:18][CH2:19][C:20]2[CH:25]=[CH:24][C:23]([Cl:26])=[CH:22][CH:21]=2)[S:14][C:15]=1[CH:16]=O. (6) The reactants are: [CH2:1]([C:3]1[CH:4]=[N:5][C:6]([NH:9][CH2:10][CH2:11][C:12]2[CH:17]=[CH:16][C:15]([O:18][CH3:19])=[C:14]([CH3:20])[CH:13]=2)=[N:7][CH:8]=1)[CH3:2].[F:21][C:22]([F:33])([F:32])[O:23][C:24]1[CH:31]=[CH:30][C:27]([CH2:28]Br)=[CH:26][CH:25]=1.[H-].[Na+]. Given the product [CH2:1]([C:3]1[CH:4]=[N:5][C:6]([N:9]([CH2:10][CH2:11][C:12]2[CH:17]=[CH:16][C:15]([O:18][CH3:19])=[C:14]([CH3:20])[CH:13]=2)[CH2:28][C:27]2[CH:30]=[CH:31][C:24]([O:23][C:22]([F:21])([F:32])[F:33])=[CH:25][CH:26]=2)=[N:7][CH:8]=1)[CH3:2], predict the reactants needed to synthesize it. (7) Given the product [Cl:1][CH2:2][CH2:3][O:4][C:5]1[C:6]([O:15][CH2:16][CH2:17][Cl:18])=[CH:7][C:8]2[S:12][C:11]([S:13][NH:30][CH2:31][P:32](=[O:39])([O:36][CH2:37][CH3:38])[O:33][CH2:34][CH3:35])=[N:10][C:9]=2[CH:14]=1, predict the reactants needed to synthesize it. The reactants are: [Cl:1][CH2:2][CH2:3][O:4][C:5]1[C:6]([O:15][CH2:16][CH2:17][Cl:18])=[CH:7][C:8]2[S:12][C:11]([SH:13])=[N:10][C:9]=2[CH:14]=1.[OH-].[Na+].Cl[O-].[Na+].C(O)(=O)C(O)=O.[NH2:30][CH2:31][P:32](=[O:39])([O:36][CH2:37][CH3:38])[O:33][CH2:34][CH3:35].